From a dataset of Retrosynthesis with 50K atom-mapped reactions and 10 reaction types from USPTO. Predict the reactants needed to synthesize the given product. (1) Given the product COc1ccc(C/N=C/[C@H](C)O[Si](C)(C)C(C)(C)C)cc1, predict the reactants needed to synthesize it. The reactants are: COc1ccc(CN)cc1.C[C@@H](C=O)O[Si](C)(C)C(C)(C)C. (2) Given the product Oc1ccc2ccccc2c1-c1cccc2ccccc12, predict the reactants needed to synthesize it. The reactants are: O=S(=O)(F)C(F)(F)C(F)(F)C(F)(F)C(F)(F)F.[OH-]. (3) Given the product OCc1csc(NCc2ccccc2)n1, predict the reactants needed to synthesize it. The reactants are: CCOC(=O)c1csc(NCc2ccccc2)n1. (4) The reactants are: C#C[C@]1(O)CCN(C)C1=O.COC(=O)c1nn(-c2cccc(Br)c2)c2cc(C#N)ccc12. Given the product COC(=O)c1nn(-c2cccc(C#C[C@]3(O)CCN(C)C3=O)c2)c2cc(C#N)ccc12, predict the reactants needed to synthesize it.